From a dataset of Catalyst prediction with 721,799 reactions and 888 catalyst types from USPTO. Predict which catalyst facilitates the given reaction. (1) Reactant: [CH3:1][O:2][C:3]1[CH:8]=[CH:7][C:6]([O:9][CH2:10][O:11][CH3:12])=[CH:5][C:4]=1[O:13][CH3:14].CN(CCN(C)C)C.C([Li])(C)(C)C.[Br:28]Br. Product: [Br:28][C:5]1[C:4]([O:13][CH3:14])=[C:3]([O:2][CH3:1])[CH:8]=[CH:7][C:6]=1[O:9][CH2:10][O:11][CH3:12]. The catalyst class is: 27. (2) Reactant: C(OC([N:8]1[CH2:13][CH2:12][CH:11]([NH:14][CH2:15][C:16]2[CH:17]=[N:18][C:19]([CH3:22])=[CH:20][CH:21]=2)[CH2:10][CH2:9]1)=O)(C)(C)C.Cl. Product: [CH3:22][C:19]1[N:18]=[CH:17][C:16]([CH2:15][NH:14][CH:11]2[CH2:12][CH2:13][NH:8][CH2:9][CH2:10]2)=[CH:21][CH:20]=1. The catalyst class is: 135.